This data is from Catalyst prediction with 721,799 reactions and 888 catalyst types from USPTO. The task is: Predict which catalyst facilitates the given reaction. Reactant: [CH:1]([O:4][C:5]1[CH:10]=[CH:9][C:8]([C:11]2[CH:16]=[CH:15][C:14]([O:17][CH3:18])=[C:13]([O:19][CH3:20])[CH:12]=2)=[CH:7][C:6]=1[C:21]([OH:23])=O)([CH3:3])[CH3:2].Cl.Cl.[NH2:26][CH:27]([CH2:30][C:31]1[C:39]2[C:34](=[CH:35][N:36]=[CH:37][CH:38]=2)[NH:33][CH:32]=1)[CH2:28][OH:29].C1C=CC2N(O)N=NC=2C=1.CCN=C=NCCCN(C)C. Product: [OH:29][CH2:28][CH:27]([NH:26][C:21]([C:6]1[CH:7]=[C:8]([C:11]2[CH:16]=[CH:15][C:14]([O:17][CH3:18])=[C:13]([O:19][CH3:20])[CH:12]=2)[CH:9]=[CH:10][C:5]=1[O:4][CH:1]([CH3:3])[CH3:2])=[O:23])[CH2:30][C:31]1[C:39]2[C:34](=[CH:35][N:36]=[CH:37][CH:38]=2)[NH:33][CH:32]=1. The catalyst class is: 851.